Task: Predict the product of the given reaction.. Dataset: Forward reaction prediction with 1.9M reactions from USPTO patents (1976-2016) (1) Given the reactants C([O:3][C:4](=[O:39])[CH2:5][CH2:6][CH2:7][CH2:8][CH2:9][O:10][C:11]1[CH:16]=[CH:15][C:14]([C:17]([CH2:36][CH3:37])([C:20]2[CH:25]=[CH:24][C:23]([C:26]#[C:27][C:28]3([OH:34])[CH2:33][CH2:32][CH2:31][CH2:30][CH2:29]3)=[C:22]([CH3:35])[CH:21]=2)[CH2:18][CH3:19])=[CH:13][C:12]=1[CH3:38])C.[OH-].[K+].[NH4+].[Cl-], predict the reaction product. The product is: [CH2:18]([C:17]([C:14]1[CH:15]=[CH:16][C:11]([O:10][CH2:9][CH2:8][CH2:7][CH2:6][CH2:5][C:4]([OH:39])=[O:3])=[C:12]([CH3:38])[CH:13]=1)([C:20]1[CH:25]=[CH:24][C:23]([C:26]#[C:27][C:28]2([OH:34])[CH2:33][CH2:32][CH2:31][CH2:30][CH2:29]2)=[C:22]([CH3:35])[CH:21]=1)[CH2:36][CH3:37])[CH3:19]. (2) Given the reactants COC(=O)C(NC(OC(C)(C)C)=O)CO.C(OC(OC(OC(C)(C)C)=O)=O)(C)(C)C.[CH3:31][O:32][C:33](=[O:59])[CH:34]([N:44]([C:52]([O:54][C:55]([CH3:58])([CH3:57])[CH3:56])=[O:53])[C:45]([O:47][C:48]([CH3:51])([CH3:50])[CH3:49])=[O:46])[CH2:35]OC(OC(C)(C)C)=O, predict the reaction product. The product is: [CH3:31][O:32][C:33](=[O:59])[C:34]([N:44]([C:52]([O:54][C:55]([CH3:58])([CH3:57])[CH3:56])=[O:53])[C:45]([O:47][C:48]([CH3:51])([CH3:50])[CH3:49])=[O:46])=[CH2:35]. (3) Given the reactants [CH3:1][C:2]1[CH:7]=[C:6]([N+:8]([O-])=O)[C:5]([CH3:11])=[CH:4][C:3]=1[O:12][CH2:13][CH:14]1[CH2:16][CH:15]1[CH3:17].C(O)(=O)C, predict the reaction product. The product is: [CH3:11][C:5]1[CH:4]=[C:3]([O:12][CH2:13][CH:14]2[CH2:16][CH:15]2[CH3:17])[C:2]([CH3:1])=[CH:7][C:6]=1[NH2:8]. (4) Given the reactants [NH2:1][C:2]1[N:7]=[CH:6][C:5]([C:8]2[CH:13]=[CH:12][C:11]([CH2:14][C:15]([NH:17][C:18]3[CH:22]=[C:21]([C:23]([CH3:26])([CH3:25])[CH3:24])[O:20][N:19]=3)=[O:16])=[CH:10][CH:9]=2)=[CH:4][C:3]=1[F:27].[CH3:28][S:29]([OH:32])(=[O:31])=[O:30], predict the reaction product. The product is: [CH3:28][S:29]([O-:32])(=[O:31])=[O:30].[C:23]([C:21]1[O:20][N:19]=[C:18]([NH:17][C:15](=[O:16])[CH2:14][C:11]2[CH:10]=[CH:9][C:8]([C:5]3[CH:4]=[C:3]([F:27])[C:2]([NH3+:1])=[N:7][CH:6]=3)=[CH:13][CH:12]=2)[CH:22]=1)([CH3:26])([CH3:24])[CH3:25]. (5) Given the reactants B(Br)(Br)Br.[Cl:5][C:6]1[C:7]([NH:14][CH2:15][C:16]2[CH:21]=[CH:20][C:19]([O:22]C)=[C:18]([CH3:24])[CH:17]=2)=[N:8][C:9]([CH3:13])=[N:10][C:11]=1[CH3:12].CO, predict the reaction product. The product is: [Cl:5][C:6]1[C:7]([NH:14][CH2:15][C:16]2[CH:21]=[CH:20][C:19]([OH:22])=[C:18]([CH3:24])[CH:17]=2)=[N:8][C:9]([CH3:13])=[N:10][C:11]=1[CH3:12].